From a dataset of Peptide-MHC class I binding affinity with 185,985 pairs from IEDB/IMGT. Regression. Given a peptide amino acid sequence and an MHC pseudo amino acid sequence, predict their binding affinity value. This is MHC class I binding data. (1) The peptide sequence is LTKGTLEPEY. The MHC is HLA-A01:01 with pseudo-sequence HLA-A01:01. The binding affinity (normalized) is 0.254. (2) The peptide sequence is YQNKVVKVLR. The MHC is HLA-A33:01 with pseudo-sequence HLA-A33:01. The binding affinity (normalized) is 0.436. (3) The peptide sequence is PSSGRGGNYP. The MHC is Mamu-B03 with pseudo-sequence Mamu-B03. The binding affinity (normalized) is 0. (4) The peptide sequence is GPATAQMAL. The MHC is HLA-B40:01 with pseudo-sequence HLA-B40:01. The binding affinity (normalized) is 0.0847. (5) The peptide sequence is AYISSEATTPV. The MHC is HLA-B14:02 with pseudo-sequence HLA-B14:02. The binding affinity (normalized) is 0. (6) The peptide sequence is NVTRNPTHL. The MHC is H-2-Db with pseudo-sequence H-2-Db. The binding affinity (normalized) is 0.298.